This data is from Forward reaction prediction with 1.9M reactions from USPTO patents (1976-2016). The task is: Predict the product of the given reaction. Given the reactants [C:1]1([CH3:25])[CH:6]=[CH:5][C:4]([S:7]([CH2:10][CH2:11][O:12][C:13](=[O:24])[CH2:14][CH2:15][C:16]2[CH:21]=[CH:20][CH:19]=[CH:18][C:17]=2[O:22][CH3:23])(=[O:9])=[O:8])=[CH:3][CH:2]=1.[Cl:26][S:27](O)(=[O:29])=[O:28], predict the reaction product. The product is: [C:1]1([CH3:25])[CH:6]=[CH:5][C:4]([S:7]([CH2:10][CH2:11][O:12][C:13](=[O:24])[CH2:14][CH2:15][C:16]2[CH:21]=[C:20]([S:27]([Cl:26])(=[O:29])=[O:28])[CH:19]=[CH:18][C:17]=2[O:22][CH3:23])(=[O:8])=[O:9])=[CH:3][CH:2]=1.